From a dataset of NCI-60 drug combinations with 297,098 pairs across 59 cell lines. Regression. Given two drug SMILES strings and cell line genomic features, predict the synergy score measuring deviation from expected non-interaction effect. (1) Drug 1: CC1CCC2CC(C(=CC=CC=CC(CC(C(=O)C(C(C(=CC(C(=O)CC(OC(=O)C3CCCCN3C(=O)C(=O)C1(O2)O)C(C)CC4CCC(C(C4)OC)OCCO)C)C)O)OC)C)C)C)OC. Drug 2: CC1C(C(CC(O1)OC2CC(OC(C2O)C)OC3=CC4=CC5=C(C(=O)C(C(C5)C(C(=O)C(C(C)O)O)OC)OC6CC(C(C(O6)C)O)OC7CC(C(C(O7)C)O)OC8CC(C(C(O8)C)O)(C)O)C(=C4C(=C3C)O)O)O)O. Cell line: KM12. Synergy scores: CSS=66.8, Synergy_ZIP=-3.46, Synergy_Bliss=0.415, Synergy_Loewe=-8.31, Synergy_HSA=-1.12. (2) Drug 1: CN1CCC(CC1)COC2=C(C=C3C(=C2)N=CN=C3NC4=C(C=C(C=C4)Br)F)OC. Drug 2: COC1=C(C=C2C(=C1)N=CN=C2NC3=CC(=C(C=C3)F)Cl)OCCCN4CCOCC4. Cell line: SNB-19. Synergy scores: CSS=9.55, Synergy_ZIP=-1.33, Synergy_Bliss=0.583, Synergy_Loewe=1.25, Synergy_HSA=1.74. (3) Drug 1: CN1C2=C(C=C(C=C2)N(CCCl)CCCl)N=C1CCCC(=O)O.Cl. Drug 2: C(CC(=O)O)C(=O)CN.Cl. Cell line: SF-295. Synergy scores: CSS=6.24, Synergy_ZIP=-4.50, Synergy_Bliss=-2.26, Synergy_Loewe=-3.86, Synergy_HSA=-1.83. (4) Drug 1: C1=NC2=C(N=C(N=C2N1C3C(C(C(O3)CO)O)O)F)N. Drug 2: CN(C(=O)NC(C=O)C(C(C(CO)O)O)O)N=O. Cell line: OVCAR3. Synergy scores: CSS=-4.56, Synergy_ZIP=2.11, Synergy_Bliss=-4.27, Synergy_Loewe=-0.271, Synergy_HSA=-10.5. (5) Synergy scores: CSS=15.6, Synergy_ZIP=-4.41, Synergy_Bliss=2.44, Synergy_Loewe=-6.54, Synergy_HSA=-2.81. Cell line: SK-MEL-2. Drug 1: C1CCC(C1)C(CC#N)N2C=C(C=N2)C3=C4C=CNC4=NC=N3. Drug 2: CC(CN1CC(=O)NC(=O)C1)N2CC(=O)NC(=O)C2. (6) Drug 1: CCC1=C2CN3C(=CC4=C(C3=O)COC(=O)C4(CC)O)C2=NC5=C1C=C(C=C5)O. Drug 2: C#CCC(CC1=CN=C2C(=N1)C(=NC(=N2)N)N)C3=CC=C(C=C3)C(=O)NC(CCC(=O)O)C(=O)O. Cell line: RPMI-8226. Synergy scores: CSS=64.5, Synergy_ZIP=2.71, Synergy_Bliss=0.225, Synergy_Loewe=-9.23, Synergy_HSA=-0.492. (7) Synergy scores: CSS=44.1, Synergy_ZIP=7.67, Synergy_Bliss=7.66, Synergy_Loewe=-24.7, Synergy_HSA=6.85. Drug 1: C1=CC(=C2C(=C1NCCNCCO)C(=O)C3=C(C=CC(=C3C2=O)O)O)NCCNCCO. Drug 2: C1CNP(=O)(OC1)N(CCCl)CCCl. Cell line: LOX IMVI. (8) Drug 2: CC1=C(C(=O)C2=C(C1=O)N3CC4C(C3(C2COC(=O)N)OC)N4)N. Drug 1: C1CC(=O)NC(=O)C1N2C(=O)C3=CC=CC=C3C2=O. Cell line: SR. Synergy scores: CSS=57.1, Synergy_ZIP=-0.569, Synergy_Bliss=-0.911, Synergy_Loewe=-30.2, Synergy_HSA=-0.378.